From a dataset of Full USPTO retrosynthesis dataset with 1.9M reactions from patents (1976-2016). Predict the reactants needed to synthesize the given product. (1) Given the product [F:15][C:10]1[CH:9]=[C:8]2[C:13]([N:14]=[C:5]([NH:4][CH2:3][CH2:2][NH:1][C:21]3[N:26]=[CH:25][CH:24]=[CH:23][N:22]=3)[C:6]3[N:7]2[C:16](=[O:19])[NH:17][N:18]=3)=[CH:12][CH:11]=1, predict the reactants needed to synthesize it. The reactants are: [NH2:1][CH2:2][CH2:3][NH:4][C:5]1[C:6]2[N:7]([C:16](=[O:19])[NH:17][N:18]=2)[C:8]2[C:13]([N:14]=1)=[CH:12][CH:11]=[C:10]([F:15])[CH:9]=2.Cl[C:21]1[N:26]=[CH:25][CH:24]=[CH:23][N:22]=1.C(N(C(C)C)CC)(C)C. (2) Given the product [CH2:17]([Sn:7]([CH2:13][CH2:14][CH2:15][CH3:16])([O:6][CH2:30][CH2:31][CH2:32][CH3:33])[O:8][CH2:9][CH2:10][CH2:11][CH3:12])[CH2:18][CH2:19][CH3:20], predict the reactants needed to synthesize it. The reactants are: C([Sn](CCCC)(OCCCC)[O:6][Sn:7]([CH2:17][CH2:18][CH2:19][CH3:20])([CH2:13][CH2:14][CH2:15][CH3:16])[O:8][CH2:9][CH2:10][CH2:11][CH3:12])CCC.[CH2:30](O)[CH2:31][CH2:32][CH3:33]. (3) Given the product [CH2:1]([NH:9][C:10]([C@H:12]1[CH2:17][CH2:16][CH2:15][CH2:14][N:13]1[C:25](=[O:33])[CH2:26][CH2:27][CH2:28][CH2:29][CH2:30][CH2:31][CH3:32])=[O:11])[CH2:2][CH2:3][CH2:4][CH2:5][CH2:6][CH2:7][CH3:8], predict the reactants needed to synthesize it. The reactants are: [CH2:1]([NH:9][C:10]([C@H:12]1[CH2:17][CH2:16][CH2:15][CH2:14][NH:13]1)=[O:11])[CH2:2][CH2:3][CH2:4][CH2:5][CH2:6][CH2:7][CH3:8].C(N(CC)CC)C.[C:25](Cl)(=[O:33])[CH2:26][CH2:27][CH2:28][CH2:29][CH2:30][CH2:31][CH3:32].C(=O)(O)[O-].[Na+]. (4) Given the product [NH2:13][C:5]1[C:6]([C:7]([O:9][CH2:10][CH:11]=[CH2:12])=[O:8])=[C:2]2[NH:1][C:20](=[O:23])[CH:21]=[CH:22][N:3]2[N:4]=1, predict the reactants needed to synthesize it. The reactants are: [NH2:1][C:2]1[C:6]([C:7]([O:9][CH2:10][CH:11]=[CH2:12])=[O:8])=[C:5]([NH2:13])[NH:4][N:3]=1.C([O-])([O-])=O.[Cs+].[Cs+].[C:20](OC)(=[O:23])[C:21]#[CH:22].